Dataset: Reaction yield outcomes from USPTO patents with 853,638 reactions. Task: Predict the reaction yield, written as a fraction of the theoretical maximum amount of product (1.0 means a 100% yield; for example, 0.34 means a 34% yield). (1) The reactants are [CH3:1][CH2:2][CH2:3][CH2:4][CH2:5][CH3:6].[Li][CH2:8][CH2:9][CH2:10][CH3:11].[CH2:12]1[CH2:16][O:15][CH2:14][CH2:13]1.Br[C:18]1[CH:23]=[CH:22][C:21]([O:24][CH2:25][CH2:26][CH2:27][CH2:28][CH2:29][CH2:30][CH2:31][CH2:32][CH2:33][CH3:34])=[C:20]([O:35][CH2:36][CH2:37][CH2:38][CH2:39][CH2:40][CH2:41][CH2:42][CH2:43][CH2:44][CH3:45])[CH:19]=1. The catalyst is O. The product is [CH2:1]([O:24][C:21]1[CH:20]=[C:19]([C:18]2[CH:23]=[CH:22][C:21]([O:24][CH2:25][CH2:26][CH2:27][CH2:28][CH2:29][CH2:30][CH2:31][CH2:32][CH2:33][CH3:34])=[C:20]([O:35][CH2:36][CH2:37][CH2:38][CH2:39][CH2:40][CH2:41][CH2:42][CH2:43][CH2:44][CH3:45])[CH:19]=2)[CH:18]=[CH:12][C:16]=1[O:15][CH2:14][CH2:13][CH2:32][CH2:31][CH2:30][CH2:29][CH2:28][CH2:27][CH2:26][CH3:25])[CH2:2][CH2:3][CH2:4][CH2:5][CH2:6][CH2:8][CH2:9][CH2:10][CH3:11]. The yield is 0.380. (2) The reactants are [F:1][C:2]([F:11])([F:10])[C:3]1[C:7]([CH2:8][OH:9])=[CH:6][NH:5][N:4]=1. The catalyst is C1(C)C=CC=CC=1.O=[Mn]=O. The product is [F:11][C:2]([F:1])([F:10])[C:3]1[C:7]([CH:8]=[O:9])=[CH:6][NH:5][N:4]=1. The yield is 1.00. (3) The catalyst is C1(C)C=CC=CC=1. The product is [CH2:1]([O:3][C:4]([C:6]1[O:7][C:8]2[C:13]([C:14](=[O:16])[CH:15]=1)=[CH:12][C:11]([O:17][CH2:18][CH3:19])=[CH:10][C:9]=2[N:71]1[CH2:72][CH2:73][N:68]([CH3:67])[CH2:69][CH2:70]1)=[O:5])[CH3:2]. The yield is 0.750. The reactants are [CH2:1]([O:3][C:4]([C:6]1[O:7][C:8]2[C:13]([C:14](=[O:16])[CH:15]=1)=[CH:12][C:11]([O:17][CH2:18][CH3:19])=[CH:10][C:9]=2Br)=[O:5])[CH3:2].C1(P(C2C=CC=CC=2)C2C=CC3C(=CC=CC=3)C=2C2C3C(=CC=CC=3)C=CC=2P(C2C=CC=CC=2)C2C=CC=CC=2)C=CC=CC=1.[CH3:67][N:68]1[CH2:73][CH2:72][NH:71][CH2:70][CH2:69]1.C(=O)([O-])[O-].[Cs+].[Cs+]. (4) The reactants are [CH3:12][CH2:11][O:10][C:8](/N=N/[C:8]([O:10][CH2:11][CH3:12])=O)=O.COCCO.C1C=CC(P(C2C=CC=CC=2)C2C=CC=CC=2)=CC=1.[OH:37][N:38]1[C:42](=[O:43])[C:41]2=[CH:44][CH:45]=[CH:46][CH:47]=[C:40]2[C:39]1=[O:48]. The catalyst is C1COCC1. The product is [CH3:8][O:10][CH2:11][CH2:12][O:37][N:38]1[C:42](=[O:43])[C:41]2[C:40](=[CH:47][CH:46]=[CH:45][CH:44]=2)[C:39]1=[O:48]. The yield is 0.550.